This data is from Forward reaction prediction with 1.9M reactions from USPTO patents (1976-2016). The task is: Predict the product of the given reaction. The product is: [C:13]([C:7]1[C:6]2[N:5]([N:4]=[C:3]([C:2]([F:1])([F:18])[F:17])[CH:16]=2)[C:10]([O:11][CH3:12])=[CH:9][CH:8]=1)(=[O:15])[CH3:14]. Given the reactants [F:1][C:2]([F:18])([F:17])[C:3]1[CH:16]=[C:6]2[C:7]([CH:13]([OH:15])[CH3:14])=[CH:8][CH:9]=[C:10]([O:11][CH3:12])[N:5]2[N:4]=1, predict the reaction product.